From a dataset of Full USPTO retrosynthesis dataset with 1.9M reactions from patents (1976-2016). Predict the reactants needed to synthesize the given product. Given the product [Cl:1][C:2]1[C:7]([N+:8]([O-:10])=[O:9])=[C:6]([NH:12][CH2:13][CH2:14][NH:15][C:16](=[O:22])[O:17][C:18]([CH3:20])([CH3:19])[CH3:21])[CH:5]=[CH:4][N:3]=1, predict the reactants needed to synthesize it. The reactants are: [Cl:1][C:2]1[C:7]([N+:8]([O-:10])=[O:9])=[C:6](Cl)[CH:5]=[CH:4][N:3]=1.[NH2:12][CH2:13][CH2:14][NH:15][C:16](=[O:22])[O:17][C:18]([CH3:21])([CH3:20])[CH3:19].CCN(CC)CC.